This data is from Reaction yield outcomes from USPTO patents with 853,638 reactions. The task is: Predict the reaction yield, written as a fraction of the theoretical maximum amount of product (1.0 means a 100% yield; for example, 0.34 means a 34% yield). The catalyst is C(Cl)Cl. The reactants are [F:1][C:2]1[CH:10]=[C:9]([C:11]2[N:15]=[C:14]([C:16]3[CH:21]=[CH:20][C:19]([C:22]4[CH:27]=[CH:26][CH:25]=[CH:24][C:23]=4[CH3:28])=[C:18]([CH2:29][O:30][CH3:31])[CH:17]=3)[O:13][N:12]=2)[CH:8]=[CH:7][C:3]=1[C:4](O)=[O:5].C(Cl)(=O)C([Cl:35])=O.CN(C=O)C. The product is [F:1][C:2]1[CH:10]=[C:9]([C:11]2[N:15]=[C:14]([C:16]3[CH:21]=[CH:20][C:19]([C:22]4[CH:27]=[CH:26][CH:25]=[CH:24][C:23]=4[CH3:28])=[C:18]([CH2:29][O:30][CH3:31])[CH:17]=3)[O:13][N:12]=2)[CH:8]=[CH:7][C:3]=1[C:4]([Cl:35])=[O:5]. The yield is 1.00.